Regression. Given a peptide amino acid sequence and an MHC pseudo amino acid sequence, predict their binding affinity value. This is MHC class II binding data. From a dataset of Peptide-MHC class II binding affinity with 134,281 pairs from IEDB. (1) The peptide sequence is KPVSQMRMATPLLMRPM. The MHC is H-2-IEk with pseudo-sequence H-2-IEk. The binding affinity (normalized) is 0.472. (2) The peptide sequence is ANGKLHDKKSMGDDH. The MHC is HLA-DPA10301-DPB10402 with pseudo-sequence HLA-DPA10301-DPB10402. The binding affinity (normalized) is 0.0496.